From a dataset of Catalyst prediction with 721,799 reactions and 888 catalyst types from USPTO. Predict which catalyst facilitates the given reaction. (1) The catalyst class is: 1. Reactant: [C:1]([O:5][C:6]([N:8]1[CH2:12][CH2:11][CH:10]([CH2:13][CH2:14][C:15]2[CH:20]=[CH:19][C:18]([NH2:21])=[CH:17][CH:16]=2)[CH2:9]1)=[O:7])([CH3:4])([CH3:3])[CH3:2].CN1CCOCC1.CN(C(ON1N=NC2C=CC=CC1=2)=[N+](C)C)C.[B-](F)(F)(F)F.[Cl:51][C:52]1[CH:60]=[CH:59][C:55]([C:56](O)=[O:57])=[CH:54][CH:53]=1. Product: [C:1]([O:5][C:6]([N:8]1[CH2:12][CH2:11][CH:10]([CH2:13][CH2:14][C:15]2[CH:20]=[CH:19][C:18]([NH:21][C:56](=[O:57])[C:55]3[CH:59]=[CH:60][C:52]([Cl:51])=[CH:53][CH:54]=3)=[CH:17][CH:16]=2)[CH2:9]1)=[O:7])([CH3:4])([CH3:2])[CH3:3]. (2) The catalyst class is: 32. Reactant: [O:1]1[CH2:3][CH:2]1[CH2:4][CH2:5][O:6][C:7]1[CH:14]=[CH:13][C:10]([C:11]#[N:12])=[CH:9][CH:8]=1.[NH3:15]. Product: [NH2:15][CH2:3][CH:2]([OH:1])[CH2:4][CH2:5][O:6][C:7]1[CH:14]=[CH:13][C:10]([C:11]#[N:12])=[CH:9][CH:8]=1. (3) Reactant: [C:1]([N:4]1[C:12]2[C:7](=[CH:8][C:9](Br)=[CH:10][CH:11]=2)[CH2:6][CH2:5]1)(=[O:3])[CH3:2].CC(C)([O-])C.[Na+].[CH2:20]([N:27]1[CH2:32][CH2:31][NH:30][CH2:29][CH2:28]1)[C:21]1[CH:26]=[CH:25][CH:24]=[CH:23][CH:22]=1. Product: [CH2:20]([N:27]1[CH2:32][CH2:31][N:30]([C:9]2[CH:8]=[C:7]3[C:12](=[CH:11][CH:10]=2)[N:4]([C:1](=[O:3])[CH3:2])[CH2:5][CH2:6]3)[CH2:29][CH2:28]1)[C:21]1[CH:22]=[CH:23][CH:24]=[CH:25][CH:26]=1. The catalyst class is: 101. (4) Reactant: C[Si](C)(C)[C:3]1[S:4][CH:5]=[CH:6][N:7]=1.[Li]CCCC.[F:15][C:16]([F:36])([F:35])[C:17]([C:19]1[CH:20]=[C:21]2[C:25](=[CH:26][CH:27]=1)[N:24]([C:28]1[CH:33]=[CH:32][C:31]([F:34])=[CH:30][CH:29]=1)[N:23]=[CH:22]2)=[O:18].Cl. Product: [F:36][C:16]([F:15])([F:35])[C:17]([C:19]1[CH:20]=[C:21]2[C:25](=[CH:26][CH:27]=1)[N:24]([C:28]1[CH:33]=[CH:32][C:31]([F:34])=[CH:30][CH:29]=1)[N:23]=[CH:22]2)([C:5]1[S:4][CH:3]=[N:7][CH:6]=1)[OH:18]. The catalyst class is: 332. (5) Reactant: [O-]S(C(F)(F)F)(=O)=O.NCC([P:14](=[O:21])([O:18][CH2:19][CH3:20])[O:15][CH2:16][CH3:17])(C)C.N1[C:27]([CH3:28])=[CH:26][CH:25]=[CH:24]C=1C.C(=O)([O-])[O-].[Cs+].[Cs+]. Product: [PH:14](=[O:21])([O:15][CH2:16][C:17]1[CH:24]=[CH:25][CH:26]=[CH:27][CH:28]=1)[O:18][CH2:19][C:20]1[CH:28]=[CH:27][CH:26]=[CH:25][CH:24]=1. The catalyst class is: 124. (6) Reactant: [C:1]([C:3]1[CH:25]=[CH:24][C:6]([C:7]([NH:9][CH2:10][C:11]2[CH:16]=[N:15][C:14]([CH3:17])=[C:13]3[O:18]C(C)(C)[O:20][CH2:21][C:12]=23)=[O:8])=[CH:5][CH:4]=1)#[N:2].C(O)=O. Product: [C:1]([C:3]1[CH:4]=[CH:5][C:6]([C:7]([NH:9][CH2:10][C:11]2[CH:16]=[N:15][C:14]([CH3:17])=[C:13]([OH:18])[C:12]=2[CH2:21][OH:20])=[O:8])=[CH:24][CH:25]=1)#[N:2]. The catalyst class is: 6.